The task is: Binary Classification. Given a miRNA mature sequence and a target amino acid sequence, predict their likelihood of interaction.. This data is from Experimentally validated miRNA-target interactions with 360,000+ pairs, plus equal number of negative samples. (1) The miRNA is bta-miR-20b with sequence CAAAGUGCUCACAGUGCAGGUA. The protein sequence of the target gene is MEIIRSNFKINLHKVYQAIEEADFFAIDGEFSGISDGPSVTALTSGFDTPEERYQKLKKHSMDFLLFQFGLCAFKYDHTDSKHVTKSFNFYVFPKPFSRSSPDVKFVCQSSSIDFLASQGFDFNKVFCSGIPYLNQEEERQLREQFDEKRSQANGAGALAKCPVTIPEDQKKFIDQVIEKIEDFLQSEEKRSLELDPCTGFQRKLIYQTLSWKYPKGIHVETLETDKKERHIVISKVDEEERKRREQEKYTKEQEELNDAVGFSRVIHAIANSGKLVVGHNMLLDVMHTIHQFYCPLPAD.... Result: 0 (no interaction). (2) Result: 0 (no interaction). The miRNA is mmu-miR-3079-3p with sequence CAGGCUCAUCAGAUGAAAGUC. The protein sequence of the target gene is MAKAGDKSSSSGKKSLKRKAAAEELQEAAGAGDGATENGVQPPKAAAFPPGFSISEIKNKQRRHLMFTRWKQQQRKEKLAAKKKLKKEREALGDKAPPKPVPKTIDNQRVYDETTVDPNDEEVAYDEATDEFASYFNKQTSPKILITTSDRPHGRTVRLCEQLSTVIPNSHVYYRRGLALKKIIPQCIARDFTDLIVINEDRKTPNGLILSHLPNGPTAHFKMSSVRLRKEIKRRGKDPTEHIPEIILNNFTTRLGHSIGRMFASLFPHNPQFIGRQVATFHNQRDYIFFRFHRYIFRSE.... (3) The miRNA is hsa-miR-20b-5p with sequence CAAAGUGCUCAUAGUGCAGGUAG. The protein sequence of the target gene is MSHQTGIQASEDVKEIFARARNGKYRLLKISIENEQLVIGSYSQPSDSWDKDYDSFVLPLLEDKQPCYILFRLDSQNAQGYEWIFIAWSPDHSHVRQKMLYAATRATLKKEFGGGHIKDEVFGTVKEDVSLHGYKKYLLSQSSPAPLTAAEEELRQIKINEVQTDVGVDTKHQTLQGVAFPISREAFQALEKLNNRQLNYVQLEIDIKNEIIILANTTNTELKDLPKRIPKDSARYHFFLYKHSHEGDYLESIVFIYSMPGYTCSIRERMLYSSCKSRLLEIVERQLQMDVIRKIEIDNG.... Result: 1 (interaction). (4) The miRNA is hsa-miR-6720-3p with sequence CGCGCCUGCAGGAACUGGUAGA. The protein sequence of the target gene is MAAYLQWRRFVFFDKELVKEPLSNDGAAPGATPASGSAASKFLCLPPGITVCDSGRGSLVFGDMEGQIWFLPRSLQLTGFQAYKLRVTHLYQLKQHNILASVGEDEEGINPLVKIWNLEKRDGGNPLCTRIFPAIPGTEPTVVSCLTVHENLNFMAIGFTDGSVTLNKGDITRDRHSKTQILHKGNYPVTGLAFRQAGKTTHLFVVTTENVQSYIVSGKDYPRVELDTHGCGLRCSALSDPSQDLQFIVAGDECVYLYQPDERGPCFAFEGHKLIAHWFRGYLIIVSRDRKVSPKSEFTS.... Result: 0 (no interaction).